This data is from Forward reaction prediction with 1.9M reactions from USPTO patents (1976-2016). The task is: Predict the product of the given reaction. (1) Given the reactants [CH2:1]([N:3]([CH2:28][CH3:29])[CH2:4][CH2:5][CH2:6][CH:7]([NH:9][C:10]1[N:19]=[CH:18][C:17]2[C:12](=[CH:13][CH:14]=[C:15]([C:20]3[C:21]([CH3:27])=[N:22][C:23](F)=[CH:24][CH:25]=3)[CH:16]=2)[N:11]=1)[CH3:8])[CH3:2].[C:30]1([CH2:36][OH:37])[CH:35]=[CH:34][CH:33]=[CH:32][CH:31]=1.CC(C)([O-])C.[K+], predict the reaction product. The product is: [CH2:36]([O:37][C:23]1[N:22]=[C:21]([CH3:27])[C:20]([C:15]2[CH:16]=[C:17]3[C:12](=[CH:13][CH:14]=2)[N:11]=[C:10]([NH:9][CH:7]([CH2:6][CH2:5][CH2:4][N:3]([CH2:28][CH3:29])[CH2:1][CH3:2])[CH3:8])[N:19]=[CH:18]3)=[CH:25][CH:24]=1)[C:30]1[CH:35]=[CH:34][CH:33]=[CH:32][CH:31]=1. (2) Given the reactants P([O-])(O[C:8]([CH3:11])([CH3:10])[CH3:9])O[C:8]([CH3:11])([CH3:10])[CH3:9].C([N:15](CC)CC)C.Cl[Si](C)(C)C.C[CH2:26][O:27][C:28](C)=[O:29], predict the reaction product. The product is: [CH3:26][O:27][C:28](=[O:29])[C@H:11]([CH:8]([CH3:9])[CH3:10])[NH2:15]. (3) Given the reactants Cl.[F:2][C:3]1[CH:8]=[C:7]([S:9]([CH3:12])(=[O:11])=[O:10])[CH:6]=[CH:5][C:4]=1[NH:13][C@H:14]1[CH2:19][CH2:18][CH2:17][N:16]([CH:20]2[CH2:25][CH2:24][NH:23][CH2:22][CH2:21]2)[C:15]1=[O:26].[C:27]([C:31]1[N:35]=[C:34](Cl)[S:33][N:32]=1)([CH3:30])([CH3:29])[CH3:28], predict the reaction product. The product is: [C:27]([C:31]1[N:35]=[C:34]([N:23]2[CH2:22][CH2:21][CH:20]([N:16]3[CH2:17][CH2:18][CH2:19][C@H:14]([NH:13][C:4]4[CH:5]=[CH:6][C:7]([S:9]([CH3:12])(=[O:11])=[O:10])=[CH:8][C:3]=4[F:2])[C:15]3=[O:26])[CH2:25][CH2:24]2)[S:33][N:32]=1)([CH3:30])([CH3:29])[CH3:28]. (4) Given the reactants [C:1]1([CH3:16])[CH:6]=[CH:5][C:4]([S:7]([N:10]([CH2:12][C:13]([OH:15])=O)[CH3:11])(=[O:9])=[O:8])=[CH:3][CH:2]=1.Cl.Cl.C[O:20][C:21](=[O:31])[C@H:22]([CH2:24][C:25]1[CH:26]=[N:27][CH:28]=[CH:29][CH:30]=1)[NH2:23], predict the reaction product. The product is: [C:1]1([CH3:16])[CH:2]=[CH:3][C:4]([S:7]([N:10]([CH2:12][C:13]([NH:23][C@H:22]([C:21]([OH:31])=[O:20])[CH2:24][C:25]2[CH:26]=[N:27][CH:28]=[CH:29][CH:30]=2)=[O:15])[CH3:11])(=[O:8])=[O:9])=[CH:5][CH:6]=1. (5) Given the reactants [CH2:1]([C:4]1[CH:9]=[CH:8][C:7]([Cl:10])=[CH:6][CH:5]=1)[CH:2]=[CH2:3].C1C=C(Cl)C=C(C(OO)=[O:19])C=1, predict the reaction product. The product is: [Cl:10][C:7]1[CH:8]=[CH:9][C:4]([CH2:1][CH:2]2[CH2:3][O:19]2)=[CH:5][CH:6]=1. (6) Given the reactants Cl[C:2]1[C:13]([C:14]#[N:15])=[CH:12][C:5]([C:6]([O:8][CH:9]([CH3:11])[CH3:10])=[O:7])=[C:4]([CH3:16])[N:3]=1.[NH:17]1[CH2:22][CH2:21][CH:20]([C:23]([OH:25])=[O:24])[CH2:19][CH2:18]1.CCN(C(C)C)C(C)C.OS([O-])(=O)=O.[K+], predict the reaction product. The product is: [C:14]([C:13]1[C:2]([N:17]2[CH2:22][CH2:21][CH:20]([C:23]([OH:25])=[O:24])[CH2:19][CH2:18]2)=[N:3][C:4]([CH3:16])=[C:5]([C:6]([O:8][CH:9]([CH3:11])[CH3:10])=[O:7])[CH:12]=1)#[N:15]. (7) Given the reactants [OH:1][CH2:2][C@H:3]([NH:10][C:11](=[O:34])[C@H:12]([NH:16][C:17](=[O:33])[O:18][CH2:19][CH:20]1[C:32]2[CH:31]=[CH:30][CH:29]=[CH:28][C:27]=2[C:26]2[C:21]1=[CH:22][CH:23]=[CH:24][CH:25]=2)[CH2:13][CH:14]=[CH2:15])[C:4]1[CH:9]=[CH:8][CH:7]=[CH:6][CH:5]=1.[CH3:35][C@H:36]([CH2:40][CH:41]=[CH2:42])[C:37](O)=[O:38], predict the reaction product. The product is: [CH3:35][C@H:36]([CH2:40][CH:41]=[CH2:42])[C:37]([O:1][CH2:2][C@H:3]([NH:10][C:11](=[O:34])[C@H:12]([NH:16][C:17]([O:18][CH2:19][CH:20]1[C:32]2[CH:31]=[CH:30][CH:29]=[CH:28][C:27]=2[C:26]2[C:21]1=[CH:22][CH:23]=[CH:24][CH:25]=2)=[O:33])[CH2:13][CH:14]=[CH2:15])[C:4]1[CH:9]=[CH:8][CH:7]=[CH:6][CH:5]=1)=[O:38]. (8) The product is: [Cl:1][C:2]1[C:3]([O:12][C:13]2[CH:18]=[C:17]([O:19][CH2:20][CH2:21][O:22][CH:23]3[CH2:24][CH2:25]3)[CH:16]=[CH:15][C:14]=2/[CH:26]=[CH:27]/[C:28]([OH:30])=[O:29])=[N:4][CH:5]=[C:6]([C:8]([F:9])([F:11])[F:10])[CH:7]=1. Given the reactants [Cl:1][C:2]1[C:3]([O:12][C:13]2[CH:18]=[C:17]([O:19][CH2:20][CH2:21][O:22][CH:23]3[CH2:25][CH2:24]3)[CH:16]=[CH:15][C:14]=2/[CH:26]=[CH:27]/[C:28]([O:30]CC)=[O:29])=[N:4][CH:5]=[C:6]([C:8]([F:11])([F:10])[F:9])[CH:7]=1.[OH-].[Na+].Cl, predict the reaction product. (9) Given the reactants C[O:2][C:3](=O)[C:4]1[CH:9]=[C:8]([CH3:10])[CH:7]=[C:6]([O:11][CH2:12][CH:13]=[CH2:14])[CH:5]=1.[H-].[H-].[H-].[H-].[Li+].[Al+3], predict the reaction product. The product is: [CH2:12]([O:11][C:6]1[CH:5]=[C:4]([CH2:3][OH:2])[CH:9]=[C:8]([CH3:10])[CH:7]=1)[CH:13]=[CH2:14]. (10) Given the reactants [O:1]1[CH2:5][CH2:4][CH2:3][CH:2]1[CH2:6][CH2:7][C:8](O)=[O:9].B.N#N, predict the reaction product. The product is: [O:1]1[CH2:5][CH2:4][CH2:3][CH:2]1[CH2:6][CH2:7][CH2:8][OH:9].